This data is from Drug-target binding data from BindingDB using Ki measurements. The task is: Regression. Given a target protein amino acid sequence and a drug SMILES string, predict the binding affinity score between them. We predict pKi (pKi = -log10(Ki in M); higher means stronger inhibition). Dataset: bindingdb_ki. (1) The small molecule is O=C(O)CCn1c(=O)c(=O)[nH]c2cc([N+](=O)[O-])c(-n3cccc3)cc21. The target protein (Q13003) has sequence MTAPWRRLRSLVWEYWAGLLVCAFWIPDSRGMPHVIRIGGIFEYADGPNAQVMNAEEHAFRFSANIINRNRTLLPNTTLTYDIQRIHFHDSFEATKKACDQLALGVVAIFGPSQGSCTNAVQSICNALEVPHIQLRWKHHPLDNKDTFYVNLYPDYASLSHAILDLVQYLKWRSATVVYDDSTGLIRLQELIMAPSRYNIRLKIRQLPIDSDDSRPLLKEMKRGREFRIIFDCSHTMAAQILKQAMAMGMMTEYYHFIFTTLDLYALDLEPYRYSGVNLTGFRILNVDNPHVSAIVEKWSMERLQAAPRSESGLLDGVMMTDAALLYDAVHIVSVCYQRAPQMTVNSLQCHRHKAWRFGGRFMNFIKEAQWEGLTGRIVFNKTSGLRTDFDLDIISLKEDGLEKVGVWSPADGLNITEVAKGRGPNVTDSLTNRSLIVTTVLEEPFVMFRKSDRTLYGNDRFEGYCIDLLKELAHILGFSYEIRLVEDGKYGAQDDKGQW.... The pKi is 5.6. (2) The drug is Nc1nc(N)nc(NCCCNC2CCC(NCCCNc3nc(N)nc(N)n3)CC2)n1. The target protein sequence is MLGFDSANEFIVYVTFLFFGMSVVVVTNSIFSMPFFFIEYYKYAQGKPDAKPEDPKFWKHMFTYYSIAAFLVELVLASLMLTPIGRRISVTVRLGVGLVIPIVLVFSVMMVTIVTTTETGAKVTIMLIAIANGVAMTLCDAGNAALIAPFPTKFYSSVVWGIAVCGVVTSFFSIVIKASMGGGYHNMLIQSRIYFGLVMFMQVISCALLVLLRKNPYAQKYAAEFRYAARKGIDDKGADGDEGNGAAKGPADQDDDPHGGDDTDKGNVMTATVDPDTMKDMDQVENITTSQQMLMARVWNVFWRVWPMLFACFMVFFTTFLVYPAVYFAIKADTGDGWYLTIAAALFNLGDFLSRLCLQFKALHVSPRWVLIGTFARMLLIIPLVLCVRSIITGPWLPYILVHAWGFTYGYYGGISQIYAPRTGSLTTAGERSLAANWTIISLLGGIFVGAMFALAVNEGLPK. The pKi is 3.9. (3) The compound is Cc1ccc(COC[C@H]2O[C@@H](Cc3nc(N)nc(NC4Cc5ccccc5C4)n3)[C@H](O)[C@@H]2O)cc1. The target protein (P21236) has sequence MNKNIKYSQNFLTSEKVLNQIIKQLNLKETDTVYEIGTGKGHLTTKLAKISKQVTSIELDSHLFNLSSEKLKLNIRVTLIHQDILQFQFPNKQRYKIVGSIPYHLSTQIIKKVVFESHASDIYLIVEEGFYKRTLDIHRTLGLLLHTQVSIQQLLKLPAECFHPKPKVNSVLIKLTRHTTDVPDKYWKLYTYFVSKWVNREYRQLFTKNQFHQAMKHAKVNNLSTITYEQVLSIFNSYLLFNGRK. The pKi is 4.0. (4) The small molecule is CN1CCN2c3ccccc3Cc3ccccc3[C@H]2C1. The target is MLLARMKPQVQPELGGADQ. The pKi is 7.6.